This data is from Full USPTO retrosynthesis dataset with 1.9M reactions from patents (1976-2016). The task is: Predict the reactants needed to synthesize the given product. (1) Given the product [CH2:16]([O:18][C:19](=[O:33])[C:20]1[CH:30]=[C:29]([C:59]2[CH:64]=[CH:63][CH:62]=[CH:61][CH:60]=2)[C:23]([C:24]([O:26][CH2:27][CH3:28])=[O:25])=[CH:22][C:21]=1[C:1]1[CH:2]=[CH:3][CH:4]=[CH:5][CH:6]=1)[CH3:17], predict the reactants needed to synthesize it. The reactants are: [C:1]1(B2OC(C)(C)C(C)(C)O2)[CH:6]=[CH:5][CH:4]=[CH:3][CH:2]=1.[CH2:16]([O:18][C:19](=[O:33])[C:20]1[CH:30]=[C:29](Br)[C:23]([C:24]([O:26][CH2:27][CH3:28])=[O:25])=[CH:22][C:21]=1Br)[CH3:17].C(=O)([O-])[O-].C([N+](CC)(CC)CC)C.C([N+](CC)(CC)CC)C.C(Cl)Cl.[C:59]1(C)[CH:64]=[CH:63][CH:62]=[CH:61][CH:60]=1. (2) Given the product [Cl:1][C:2]1[CH:42]=[CH:41][C:5]([C:6]([C:8]2[N:12]([CH3:13])[CH:11]=[C:10]([C:14]([C:15]3[NH:19][CH:18]=[N:17][CH:16]=3)=[O:40])[CH:9]=2)=[O:7])=[CH:4][CH:3]=1, predict the reactants needed to synthesize it. The reactants are: [Cl:1][C:2]1[CH:42]=[CH:41][C:5]([C:6]([C:8]2[N:12]([CH3:13])[CH:11]=[C:10]([C:14](=[O:40])[CH2:15][C:16]3[N:17]=[CH:18][N:19](C(C4C=CC=CC=4)(C4C=CC=CC=4)C4C=CC=CC=4)C=3)[CH:9]=2)=[O:7])=[CH:4][CH:3]=1.Cl. (3) Given the product [OH2:3].[CH3:1][S:2]([OH:5])(=[O:4])=[O:3].[CH3:1][S:2]([OH:5])(=[O:4])=[O:3].[CH3:1][S:2]([OH:5])(=[O:4])=[O:3].[CH3:1][S:2]([OH:5])(=[O:4])=[O:3].[NH2:21][CH2:20][CH2:19][CH2:18][NH:17][CH:14]1[CH2:15][CH2:16][CH:11]([NH:10][CH2:9][CH2:8][CH2:7][NH2:6])[CH2:12][CH2:13]1, predict the reactants needed to synthesize it. The reactants are: [CH3:1][S:2]([OH:5])(=[O:4])=[O:3].[NH2:6][CH2:7][CH2:8][CH2:9][NH:10][CH:11]1[CH2:16][CH2:15][CH:14]([NH:17][CH2:18][CH2:19][CH2:20][NH2:21])[CH2:13][CH2:12]1.O.C. (4) Given the product [NH2:8][C:9]1[N:10]=[C:11]([C:24]2[CH:29]=[CH:28][CH:27]=[CH:26][CH:25]=2)[C:12]([C:16]2[CH:17]=[CH:18][C:19](=[O:23])[N:20]([CH3:22])[N:21]=2)=[N:13][C:14]=1[C:31]#[C:30][C:32]1[CH:37]=[CH:36][CH:35]=[CH:34][CH:33]=1, predict the reactants needed to synthesize it. The reactants are: C(N(CC)CC)C.[NH2:8][C:9]1[N:10]=[C:11]([C:24]2[CH:29]=[CH:28][CH:27]=[CH:26][CH:25]=2)[C:12]([C:16]2[CH:17]=[CH:18][C:19](=[O:23])[N:20]([CH3:22])[N:21]=2)=[N:13][C:14]=1Br.[C:30]([C:32]1[CH:37]=[CH:36][CH:35]=[CH:34][CH:33]=1)#[CH:31].O. (5) Given the product [CH2:1]([O:8][C:9]1[CH:10]=[CH:11][C:12]([CH2:15][CH2:16][CH:17]([OH:18])[C:19]#[N:20])=[CH:13][CH:14]=1)[C:2]1[CH:3]=[CH:4][CH:5]=[CH:6][CH:7]=1, predict the reactants needed to synthesize it. The reactants are: [CH2:1]([O:8][C:9]1[CH:14]=[CH:13][C:12]([CH2:15][CH2:16][CH:17]=[O:18])=[CH:11][CH:10]=1)[C:2]1[CH:7]=[CH:6][CH:5]=[CH:4][CH:3]=1.[C-:19]#[N:20].[K+].